Task: Regression/Classification. Given a drug SMILES string, predict its toxicity properties. Task type varies by dataset: regression for continuous values (e.g., LD50, hERG inhibition percentage) or binary classification for toxic/non-toxic outcomes (e.g., AMES mutagenicity, cardiotoxicity, hepatotoxicity). Dataset: ames.. Dataset: Ames mutagenicity test results for genotoxicity prediction (1) The result is 1 (mutagenic). The molecule is OCCCCl. (2) The compound is CCSCC[C@H](N)C(=O)O. The result is 0 (non-mutagenic). (3) The compound is Cc1cc(C(C)(C)C)c(O)c(C(C)(C)C)c1. The result is 0 (non-mutagenic).